This data is from Full USPTO retrosynthesis dataset with 1.9M reactions from patents (1976-2016). The task is: Predict the reactants needed to synthesize the given product. (1) Given the product [CH3:10][CH2:11][CH2:5][CH:4]([CH3:7])[CH3:6].[C:4]([Si:1]([CH3:3])([CH3:2])[O:16][CH2:15][CH2:14][C:10]1[S:9][CH:13]=[CH:12][CH:11]=1)([CH3:7])([CH3:6])[CH3:5], predict the reactants needed to synthesize it. The reactants are: [Si:1](Cl)([C:4]([CH3:7])([CH3:6])[CH3:5])([CH3:3])[CH3:2].[S:9]1[CH:13]=[CH:12][CH:11]=[C:10]1[CH2:14][CH2:15][OH:16].N1C=CN=C1. (2) Given the product [CH:1]1([C:7]2([C:9]3[CH:14]=[C:13]([O:15][CH3:16])[CH:12]=[C:11]([O:17][CH3:18])[CH:10]=3)[S:27][CH2:26][CH2:25][S:24]2)[CH2:6][CH2:5][CH2:4][CH2:3][CH2:2]1, predict the reactants needed to synthesize it. The reactants are: [CH:1]1([C:7]([C:9]2[CH:14]=[C:13]([O:15][CH3:16])[CH:12]=[C:11]([O:17][CH3:18])[CH:10]=2)=O)[CH2:6][CH2:5][CH2:4][CH2:3][CH2:2]1.C(C1(C2C=C(OC)C=C(OC)C=2)[S:27][CH2:26][CH2:25][S:24]1)CCC.